This data is from Reaction yield outcomes from USPTO patents with 853,638 reactions. The task is: Predict the reaction yield, written as a fraction of the theoretical maximum amount of product (1.0 means a 100% yield; for example, 0.34 means a 34% yield). (1) The yield is 0.172. The catalyst is C1COCC1.CCOC(C)=O. The product is [C:15](=[O:16])([O:14][C:9]1[CH:10]=[CH:11][CH:12]=[CH:13][N:8]=1)[O:7][CH:5]1[CH2:6][O:3][CH2:4]1. The reactants are [H-].[Na+].[O:3]1[CH2:6][CH:5]([OH:7])[CH2:4]1.[N:8]1[CH:13]=[CH:12][CH:11]=[CH:10][C:9]=1[O:14][C:15](=O)[O:16]C1C=CC=CN=1. (2) The reactants are C([O:3][C:4]([C:6]1[S:10][C:9]([NH:11][C:12]([O:14][C:15]([CH3:18])([CH3:17])[CH3:16])=[O:13])=[N:8][C:7]=1[C:19]([F:22])([F:21])[F:20])=[O:5])C.[OH-].[K+].O.Cl. The catalyst is C1COCC1.C(O)C. The product is [C:15]([O:14][C:12]([NH:11][C:9]1[S:10][C:6]([C:4]([OH:5])=[O:3])=[C:7]([C:19]([F:21])([F:22])[F:20])[N:8]=1)=[O:13])([CH3:18])([CH3:16])[CH3:17]. The yield is 1.00. (3) The reactants are [Cl:1][C:2]1[CH:3]=[C:4]2[C:9](=[CH:10][CH:11]=1)[N:8]=[C:7]([NH:12][C:13](=[O:17])OCC)[C:6]([O:18][CH3:19])=[N:5]2.[Cl:20][C:21]1[CH:26]=[CH:25][CH:24]=[CH:23][C:22]=1[N:27]1[CH2:32][CH2:31][NH:30][CH2:29][CH2:28]1. No catalyst specified. The product is [Cl:1][C:2]1[CH:3]=[C:4]2[C:9](=[CH:10][CH:11]=1)[N:8]=[C:7]([NH:12][C:13]([N:30]1[CH2:29][CH2:28][N:27]([C:22]3[CH:23]=[CH:24][CH:25]=[CH:26][C:21]=3[Cl:20])[CH2:32][CH2:31]1)=[O:17])[C:6]([O:18][CH3:19])=[N:5]2. The yield is 0.910. (4) The reactants are [CH:1]1([C:4]([C:6]2[CH:16]=[CH:15][C:9]([C:10]([O:12]CC)=[O:11])=[CH:8][CH:7]=2)=[O:5])[CH2:3][CH2:2]1.[BH4-].[Na+].[OH-].[Na+].O1CCOCC1. The catalyst is C(O)C. The product is [CH:1]1([CH:4]([OH:5])[C:6]2[CH:16]=[CH:15][C:9]([C:10]([OH:12])=[O:11])=[CH:8][CH:7]=2)[CH2:3][CH2:2]1. The yield is 0.850. (5) The product is [Cl:40][C:9]1[CH:8]=[C:7]([N:6]=[C:41]=[S:42])[CH:12]=[C:11]([C:13]([F:14])([F:16])[F:15])[C:10]=1[C:17]1[CH:22]=[CH:21][C:20]([S:23]([CH2:26][CH:27]2[CH2:32][CH2:31][CH2:30][N:29]([C:33]([O:35][C:36]([CH3:37])([CH3:39])[CH3:38])=[O:34])[CH2:28]2)(=[O:25])=[O:24])=[CH:19][CH:18]=1. The catalyst is ClCCl.O. The reactants are C(=O)([O-])[O-].[Ca+2].[NH2:6][C:7]1[CH:12]=[C:11]([C:13]([F:16])([F:15])[F:14])[C:10]([C:17]2[CH:22]=[CH:21][C:20]([S:23]([CH2:26][CH:27]3[CH2:32][CH2:31][CH2:30][N:29]([C:33]([O:35][C:36]([CH3:39])([CH3:38])[CH3:37])=[O:34])[CH2:28]3)(=[O:25])=[O:24])=[CH:19][CH:18]=2)=[C:9]([Cl:40])[CH:8]=1.[C:41](Cl)(Cl)=[S:42].Cl. The yield is 0.730. (6) The reactants are [N+:1]([C:4]1[CH:9]=[CH:8][CH:7]=[C:6]([NH2:10])[C:5]=1[NH2:11])([O-:3])=[O:2].[N:12]([O-])=O.[Na+]. The catalyst is CC(O)=O. The product is [N+:1]([C:4]1[C:5]2[N:11]=[N:12][NH:10][C:6]=2[CH:7]=[CH:8][CH:9]=1)([O-:3])=[O:2]. The yield is 0.836. (7) The reactants are [F:1][C:2]1[C:10]([NH:11][S:12]([CH2:15][CH2:16][CH3:17])(=[O:14])=[O:13])=[CH:9][CH:8]=[C:7]([F:18])[C:3]=1[C:4]([OH:6])=O.C1C=CC2N(O)N=NC=2C=1.O.CCN=C=NCCCN(C)C.[N:41]1([C:46]2[C:54]3[C:49](=[N:50][CH:51]=[C:52]([NH2:55])[CH:53]=3)[NH:48][N:47]=2)[CH:45]=[CH:44][N:43]=[CH:42]1. The catalyst is CN(C=O)C. The product is [N:41]1([C:46]2[C:54]3[C:49](=[N:50][CH:51]=[C:52]([NH:55][C:4](=[O:6])[C:3]4[C:7]([F:18])=[CH:8][CH:9]=[C:10]([NH:11][S:12]([CH2:15][CH2:16][CH3:17])(=[O:14])=[O:13])[C:2]=4[F:1])[CH:53]=3)[NH:48][N:47]=2)[CH:45]=[CH:44][N:43]=[CH:42]1. The yield is 0.280. (8) The reactants are [CH3:1][O:2][C:3]1[CH:8]=[C:7]([CH3:9])[C:6]([S:10](Cl)(=[O:12])=[O:11])=[C:5]([CH3:14])[CH:4]=1.[CH:15]1([NH:18][CH2:19][CH2:20][OH:21])[CH2:17][CH2:16]1.C(N(CC)CC)C. The catalyst is ClCCl. The product is [CH:15]1([N:18]([CH2:19][CH2:20][OH:21])[S:10]([C:6]2[C:7]([CH3:9])=[CH:8][C:3]([O:2][CH3:1])=[CH:4][C:5]=2[CH3:14])(=[O:12])=[O:11])[CH2:17][CH2:16]1. The yield is 0.200. (9) The reactants are [Cl:1][C:2]1[CH:7]=[C:6]([Cl:8])[CH:5]=[CH:4][C:3]=1[NH:9][C:10]1[N:14]([CH2:15][CH:16](O)[CH2:17][C:18]([O:20][CH3:21])=[O:19])[C:13]2[C:23]([N:27]([CH2:30][CH3:31])[CH2:28][CH3:29])=[CH:24][CH:25]=[CH:26][C:12]=2[N:11]=1.CS(Cl)(=O)=O.C(=O)([O-])[O-].[K+].[K+]. The catalyst is N1C=CC=CC=1.C(=O)([O-])O.[Na+].C(OCC)(=O)C. The product is [Cl:1][C:2]1[CH:7]=[C:6]([Cl:8])[CH:5]=[CH:4][C:3]=1[N:9]1[C:10]2=[N:11][C:12]3[CH:26]=[CH:25][CH:24]=[C:23]([N:27]([CH2:30][CH3:31])[CH2:28][CH3:29])[C:13]=3[N:14]2[CH2:15][CH:16]1[CH2:17][C:18]([O:20][CH3:21])=[O:19]. The yield is 0.840.